Dataset: Reaction yield outcomes from USPTO patents with 853,638 reactions. Task: Predict the reaction yield, written as a fraction of the theoretical maximum amount of product (1.0 means a 100% yield; for example, 0.34 means a 34% yield). (1) The catalyst is ClCCl. The product is [CH2:16]([O:15][C:13](=[O:14])[NH:4][CH:1]1[CH2:3][CH2:2]1)[C:17]1[CH:22]=[CH:21][CH:20]=[CH:19][CH:18]=1. The reactants are [CH:1]1([NH2:4])[CH2:3][CH2:2]1.C(N(CC)CC)C.Cl[C:13]([O:15][CH2:16][C:17]1[CH:22]=[CH:21][CH:20]=[CH:19][CH:18]=1)=[O:14]. The yield is 7.10. (2) The reactants are [CH2:1]([N:8]1[C:16]2[C:11](=[CH:12][C:13]([C:17]3[CH:22]=[CH:21][CH:20]=[C:19]([O:23][C:24]([F:27])([F:26])[F:25])[CH:18]=3)=[CH:14][CH:15]=2)[C:10]([C:28](=[O:34])[C:29]([O:31]CC)=[O:30])=[CH:9]1)[C:2]1[CH:7]=[CH:6][CH:5]=[CH:4][CH:3]=1.[OH-].[K+]. The catalyst is C1COCC1.O. The product is [CH2:1]([N:8]1[C:16]2[C:11](=[CH:12][C:13]([C:17]3[CH:22]=[CH:21][CH:20]=[C:19]([O:23][C:24]([F:27])([F:25])[F:26])[CH:18]=3)=[CH:14][CH:15]=2)[C:10]([C:28](=[O:34])[C:29]([OH:31])=[O:30])=[CH:9]1)[C:2]1[CH:3]=[CH:4][CH:5]=[CH:6][CH:7]=1. The yield is 0.540. (3) The reactants are [Br:1][C:2]1[CH:7]=[CH:6][C:5]([NH2:8])=[C:4](I)[CH:3]=1.[CH3:10][C:11]1([CH3:20])[CH2:16][CH2:15][C:14](B(O)O)=[CH:13][CH2:12]1.C([O-])([O-])=O.[Na+].[Na+].CCOC(C)=O. The catalyst is O1CCOCC1.C1C=CC([P]([Pd]([P](C2C=CC=CC=2)(C2C=CC=CC=2)C2C=CC=CC=2)([P](C2C=CC=CC=2)(C2C=CC=CC=2)C2C=CC=CC=2)[P](C2C=CC=CC=2)(C2C=CC=CC=2)C2C=CC=CC=2)(C2C=CC=CC=2)C2C=CC=CC=2)=CC=1. The product is [Br:1][C:2]1[CH:7]=[CH:6][C:5]([NH2:8])=[C:4]([C:14]2[CH2:15][CH2:16][C:11]([CH3:20])([CH3:10])[CH2:12][CH:13]=2)[CH:3]=1. The yield is 0.910.